Dataset: Full USPTO retrosynthesis dataset with 1.9M reactions from patents (1976-2016). Task: Predict the reactants needed to synthesize the given product. (1) Given the product [Br:34][CH2:20][C:13]1[N:12]([CH3:21])[C:11]([C:22]2[S:23][CH:24]=[CH:25][N:26]=2)=[N:10][CH:9]([C:3]2[CH:4]=[CH:5][C:6]([F:8])=[CH:7][C:2]=2[Cl:1])[C:14]=1[C:15]([O:17][CH2:18][CH3:19])=[O:16], predict the reactants needed to synthesize it. The reactants are: [Cl:1][C:2]1[CH:7]=[C:6]([F:8])[CH:5]=[CH:4][C:3]=1[CH:9]1[C:14]([C:15]([O:17][CH2:18][CH3:19])=[O:16])=[C:13]([CH3:20])[N:12]([CH3:21])[C:11]([C:22]2[S:23][CH:24]=[CH:25][N:26]=2)=[N:10]1.C1C(=O)N([Br:34])C(=O)C1. (2) Given the product [OH:9][CH2:10][CH2:11][N:12]1[C:20]2[C:19]([NH:22][C:23]3[CH:41]=[CH:40][C:26]([O:27][C:28]4[CH:29]=[C:30]([C:34]5([C:37]([NH2:39])=[O:38])[CH2:36][CH2:35]5)[CH:31]=[CH:32][CH:33]=4)=[C:25]([CH3:42])[CH:24]=3)=[N:18][CH:17]=[N:16][C:15]=2[CH:14]=[CH:13]1, predict the reactants needed to synthesize it. The reactants are: C([O:9][CH2:10][CH2:11][N:12]1[C:20]2[C:19](Cl)=[N:18][CH:17]=[N:16][C:15]=2[CH:14]=[CH:13]1)(=O)C1C=CC=CC=1.[NH2:22][C:23]1[CH:41]=[CH:40][C:26]([O:27][C:28]2[CH:29]=[C:30]([C:34]3([C:37]([NH2:39])=[O:38])[CH2:36][CH2:35]3)[CH:31]=[CH:32][CH:33]=2)=[C:25]([CH3:42])[CH:24]=1.[OH-].[Na+].[Cl-].[NH4+].